This data is from NCI-60 drug combinations with 297,098 pairs across 59 cell lines. The task is: Regression. Given two drug SMILES strings and cell line genomic features, predict the synergy score measuring deviation from expected non-interaction effect. (1) Drug 1: CC(C1=C(C=CC(=C1Cl)F)Cl)OC2=C(N=CC(=C2)C3=CN(N=C3)C4CCNCC4)N. Drug 2: CC1CCC2CC(C(=CC=CC=CC(CC(C(=O)C(C(C(=CC(C(=O)CC(OC(=O)C3CCCCN3C(=O)C(=O)C1(O2)O)C(C)CC4CCC(C(C4)OC)O)C)C)O)OC)C)C)C)OC. Cell line: ACHN. Synergy scores: CSS=37.4, Synergy_ZIP=3.86, Synergy_Bliss=3.96, Synergy_Loewe=-2.96, Synergy_HSA=6.02. (2) Drug 1: C1=CC(=CC=C1CCCC(=O)O)N(CCCl)CCCl. Drug 2: CC1C(C(CC(O1)OC2CC(CC3=C2C(=C4C(=C3O)C(=O)C5=C(C4=O)C(=CC=C5)OC)O)(C(=O)CO)O)N)O.Cl. Cell line: HOP-62. Synergy scores: CSS=37.9, Synergy_ZIP=-0.637, Synergy_Bliss=-1.65, Synergy_Loewe=-30.8, Synergy_HSA=-0.426. (3) Drug 2: CC1C(C(CC(O1)OC2CC(OC(C2O)C)OC3=CC4=CC5=C(C(=O)C(C(C5)C(C(=O)C(C(C)O)O)OC)OC6CC(C(C(O6)C)O)OC7CC(C(C(O7)C)O)OC8CC(C(C(O8)C)O)(C)O)C(=C4C(=C3C)O)O)O)O. Synergy scores: CSS=41.0, Synergy_ZIP=-8.41, Synergy_Bliss=-4.38, Synergy_Loewe=-12.0, Synergy_HSA=-1.53. Cell line: SF-295. Drug 1: C1C(C(OC1N2C=C(C(=O)NC2=O)F)CO)O. (4) Drug 1: CC=C1C(=O)NC(C(=O)OC2CC(=O)NC(C(=O)NC(CSSCCC=C2)C(=O)N1)C(C)C)C(C)C. Drug 2: C1=NC2=C(N1)C(=S)N=CN2. Cell line: TK-10. Synergy scores: CSS=41.1, Synergy_ZIP=1.52, Synergy_Bliss=2.02, Synergy_Loewe=0.0433, Synergy_HSA=0.290. (5) Drug 1: CC1=C(C=C(C=C1)NC(=O)C2=CC=C(C=C2)CN3CCN(CC3)C)NC4=NC=CC(=N4)C5=CN=CC=C5. Drug 2: C(CC(=O)O)C(=O)CN.Cl. Cell line: MDA-MB-231. Synergy scores: CSS=7.40, Synergy_ZIP=-3.03, Synergy_Bliss=0.745, Synergy_Loewe=-1.91, Synergy_HSA=-0.518. (6) Drug 1: CC1=C(C(CCC1)(C)C)C=CC(=CC=CC(=CC(=O)O)C)C. Drug 2: CCN(CC)CCCC(C)NC1=C2C=C(C=CC2=NC3=C1C=CC(=C3)Cl)OC. Cell line: HCT116. Synergy scores: CSS=29.5, Synergy_ZIP=-1.99, Synergy_Bliss=0.109, Synergy_Loewe=-10.5, Synergy_HSA=-1.70. (7) Drug 1: CC1CCC2CC(C(=CC=CC=CC(CC(C(=O)C(C(C(=CC(C(=O)CC(OC(=O)C3CCCCN3C(=O)C(=O)C1(O2)O)C(C)CC4CCC(C(C4)OC)O)C)C)O)OC)C)C)C)OC. Drug 2: C1=CC=C(C(=C1)C(C2=CC=C(C=C2)Cl)C(Cl)Cl)Cl. Cell line: LOX IMVI. Synergy scores: CSS=-0.0675, Synergy_ZIP=2.06, Synergy_Bliss=-0.419, Synergy_Loewe=-0.938, Synergy_HSA=-2.78. (8) Drug 1: CC1C(C(CC(O1)OC2CC(OC(C2O)C)OC3=CC4=CC5=C(C(=O)C(C(C5)C(C(=O)C(C(C)O)O)OC)OC6CC(C(C(O6)C)O)OC7CC(C(C(O7)C)O)OC8CC(C(C(O8)C)O)(C)O)C(=C4C(=C3C)O)O)O)O. Drug 2: CN(CCCl)CCCl.Cl. Cell line: RPMI-8226. Synergy scores: CSS=42.7, Synergy_ZIP=3.65, Synergy_Bliss=7.22, Synergy_Loewe=-8.49, Synergy_HSA=-0.458. (9) Drug 1: CNC(=O)C1=NC=CC(=C1)OC2=CC=C(C=C2)NC(=O)NC3=CC(=C(C=C3)Cl)C(F)(F)F. Drug 2: CN(CC1=CN=C2C(=N1)C(=NC(=N2)N)N)C3=CC=C(C=C3)C(=O)NC(CCC(=O)O)C(=O)O. Cell line: K-562. Synergy scores: CSS=43.3, Synergy_ZIP=2.06, Synergy_Bliss=-2.01, Synergy_Loewe=-11.7, Synergy_HSA=-2.05.